This data is from Forward reaction prediction with 1.9M reactions from USPTO patents (1976-2016). The task is: Predict the product of the given reaction. Given the reactants [CH3:1][N:2]([CH2:13][C:14]1[NH:18][C:17]2[CH:19]=[CH:20][CH:21]=[C:22]([N:23]3[CH2:28][CH2:27][N:26](C(OC(C)(C)C)=O)[CH2:25][CH2:24]3)[C:16]=2[N:15]=1)[CH:3]1[C:12]2[N:11]=[CH:10][CH:9]=[CH:8][C:7]=2[CH2:6][CH2:5][CH2:4]1.Cl, predict the reaction product. The product is: [CH3:1][N:2]([CH2:13][C:14]1[NH:18][C:17]2[CH:19]=[CH:20][CH:21]=[C:22]([N:23]3[CH2:24][CH2:25][NH:26][CH2:27][CH2:28]3)[C:16]=2[N:15]=1)[CH:3]1[C:12]2[N:11]=[CH:10][CH:9]=[CH:8][C:7]=2[CH2:6][CH2:5][CH2:4]1.